From a dataset of Catalyst prediction with 721,799 reactions and 888 catalyst types from USPTO. Predict which catalyst facilitates the given reaction. (1) Reactant: C(Cl)(=O)C(Cl)=O.CS(C)=O.[Si:11]([O:28][CH2:29][CH2:30][O:31][CH:32]1[CH2:37][CH2:36][CH:35]([CH2:38][OH:39])[CH2:34][CH2:33]1)([C:24]([CH3:27])([CH3:26])[CH3:25])([C:18]1[CH:23]=[CH:22][CH:21]=[CH:20][CH:19]=1)[C:12]1[CH:17]=[CH:16][CH:15]=[CH:14][CH:13]=1.C(N(CC)CC)C.C(=O)(O)[O-].[Na+]. Product: [Si:11]([O:28][CH2:29][CH2:30][O:31][CH:32]1[CH2:37][CH2:36][CH:35]([CH:38]=[O:39])[CH2:34][CH2:33]1)([C:24]([CH3:27])([CH3:26])[CH3:25])([C:18]1[CH:23]=[CH:22][CH:21]=[CH:20][CH:19]=1)[C:12]1[CH:13]=[CH:14][CH:15]=[CH:16][CH:17]=1. The catalyst class is: 96. (2) Reactant: [NH2:1][C:2]1[CH:15]=[C:14]2[C:16]3[C:17]4[C:11]([C:12](=[O:19])[C:13]2=[O:18])=[CH:10][CH:9]=[CH:8][C:7]=4[C:6](=[O:20])[C:5](=[O:21])[C:4]=3[CH:3]=1.[Cl-].N1[CH:28]=[CH:27][CH:26]=CC=1.C1OC(=O)[O:31][CH:30]1CO. Product: [CH:3]1[C:4]2=[C:16]3[C:17]4[C:11](=[CH:10][CH:9]=[CH:8][C:7]=4[C:6](=[O:20])[C:5]2=[O:21])[C:12](=[O:19])[C:13](=[O:18])[C:14]3=[CH:15][C:2]=1[NH:1][C:30](=[O:31])[C:27]([CH3:26])=[CH2:28]. The catalyst class is: 5. (3) Reactant: [CH3:1][C:2]1[S:3][C:4]([C:8]2[CH:13]=[CH:12][NH:11][C:10](=[O:14])[N:9]=2)=[C:5]([CH3:7])[N:6]=1.[H-].[Na+].Br[CH2:18][CH2:19][CH2:20][CH2:21][Cl:22].O. Product: [Cl:22][CH2:21][CH2:20][CH2:19][CH2:18][N:11]1[CH:12]=[CH:13][C:8]([C:4]2[S:3][C:2]([CH3:1])=[N:6][C:5]=2[CH3:7])=[N:9][C:10]1=[O:14]. The catalyst class is: 3. (4) Reactant: [CH3:1][O:2][C:3]1[CH:29]=[CH:28][C:6]([CH2:7][N:8]([C:23]2[S:24][CH:25]=[CH:26][N:27]=2)[S:9]([C:12]2[CH:13]=[CH:14][C:15]3[NH:20][CH2:19][CH:18]([CH3:21])[O:17][C:16]=3[CH:22]=2)(=[O:11])=[O:10])=[CH:5][CH:4]=1.F[C:31]1[CH:38]=[CH:37][C:36]([C:39]([F:42])([F:41])[F:40])=[CH:35][C:32]=1[C:33]#[N:34].C([O-])([O-])=O.[Cs+].[Cs+]. Product: [C:33]([C:32]1[CH:35]=[C:36]([C:39]([F:40])([F:41])[F:42])[CH:37]=[CH:38][C:31]=1[N:20]1[CH2:19][CH:18]([CH3:21])[O:17][C:16]2[CH:22]=[C:12]([S:9]([N:8]([CH2:7][C:6]3[CH:5]=[CH:4][C:3]([O:2][CH3:1])=[CH:29][CH:28]=3)[C:23]3[S:24][CH:25]=[CH:26][N:27]=3)(=[O:11])=[O:10])[CH:13]=[CH:14][C:15]1=2)#[N:34]. The catalyst class is: 3. (5) Reactant: C(N(CC)CC)C.[CH3:8][C@@:9]12[C:15]([CH3:17])([CH3:16])[C@@H:12]([CH2:13][CH2:14]1)[CH:11]([C:18](Cl)=[O:19])[C:10]2=O.C(OC([N:29]([CH2:39][C:40]1[CH:45]=[CH:44][CH:43]=[CH:42][CH:41]=1)[NH:30][C:31]1[CH:36]=[CH:35][CH:34]=[C:33]([CH3:37])[C:32]=1[CH3:38])=O)(C)(C)C.Cl.O1CCOCC1. Product: [CH2:39]([N:29]1[C:10]2[C@:9]3([CH3:8])[C:15]([CH3:17])([CH3:16])[C@@H:12]([CH2:13][CH2:14]3)[C:11]=2[C:18](=[O:19])[N:30]1[C:31]1[CH:36]=[CH:35][CH:34]=[C:33]([CH3:37])[C:32]=1[CH3:38])[C:40]1[CH:41]=[CH:42][CH:43]=[CH:44][CH:45]=1. The catalyst class is: 26.